From a dataset of Full USPTO retrosynthesis dataset with 1.9M reactions from patents (1976-2016). Predict the reactants needed to synthesize the given product. (1) The reactants are: C(N1C[CH2:8][N:7]([CH2:10][C:11]2[CH:16]=[CH:15][C:14]([C:17]3[NH:26][C:25](=[O:27])[C:24]4[C:19](=[CH:20][C:21]([O:30][CH3:31])=[CH:22][C:23]=4[O:28][CH3:29])[N:18]=3)=[CH:13][CH:12]=2)[CH2:6][CH2:5]1)(C)C.[OH-].[Na+]. Given the product [CH:19]([NH:18][CH:17]1[CH2:5][CH2:6][N:7]([CH2:10][C:11]2[CH:12]=[CH:13][C:14]([C:17]3[NH:26][C:25](=[O:27])[C:24]4[C:19](=[CH:20][C:21]([O:30][CH3:31])=[CH:22][C:23]=4[O:28][CH3:29])[N:18]=3)=[CH:15][CH:16]=2)[CH2:8][CH2:14]1)([CH3:24])[CH3:20], predict the reactants needed to synthesize it. (2) Given the product [CH3:1][C:2]1[C:7]([CH3:8])=[CH:6][CH:5]=[CH:4][C:3]=1[C:9]([C:11]1[N:15]([C:16]([C:23]2[CH:24]=[CH:25][CH:26]=[CH:27][CH:28]=2)([C:17]2[CH:22]=[CH:21][CH:20]=[CH:19][CH:18]=2)[C:29]2[CH:34]=[CH:33][CH:32]=[CH:31][CH:30]=2)[CH:14]=[N:13][CH:12]=1)([OH:10])[CH2:35][C:36]1[CH:41]=[CH:40][CH:39]=[CH:38][CH:37]=1, predict the reactants needed to synthesize it. The reactants are: [CH3:1][C:2]1[C:7]([CH3:8])=[CH:6][CH:5]=[CH:4][C:3]=1[C:9]([C:11]1[N:15]([C:16]([C:29]2[CH:34]=[CH:33][CH:32]=[CH:31][CH:30]=2)([C:23]2[CH:28]=[CH:27][CH:26]=[CH:25][CH:24]=2)[C:17]2[CH:22]=[CH:21][CH:20]=[CH:19][CH:18]=2)[CH:14]=[N:13][CH:12]=1)=[O:10].[CH2:35]([Mg]Br)[C:36]1[CH:41]=[CH:40][CH:39]=[CH:38][CH:37]=1. (3) Given the product [Br:10][C:7]1[CH:8]=[CH:9][C:4]([C:2]([OH:3])([CH3:11])[CH3:1])=[CH:5][CH:6]=1, predict the reactants needed to synthesize it. The reactants are: [CH3:1][C:2]([C:4]1[CH:9]=[CH:8][C:7]([Br:10])=[CH:6][CH:5]=1)=[O:3].[CH3:11][Mg+].[Br-].